This data is from Full USPTO retrosynthesis dataset with 1.9M reactions from patents (1976-2016). The task is: Predict the reactants needed to synthesize the given product. Given the product [O:11]1[CH2:16][CH2:15][CH:14]([N:8]2[CH:9]=[CH:10][C:6]([C:4]([OH:3])=[O:5])=[N:7]2)[CH2:13][CH2:12]1, predict the reactants needed to synthesize it. The reactants are: C([O:3][C:4]([C:6]1[CH:10]=[CH:9][NH:8][N:7]=1)=[O:5])C.[O:11]1[CH2:16][CH2:15][CH:14](OS(C)(=O)=O)[CH2:13][CH2:12]1.C([O-])([O-])=O.[Cs+].[Cs+].